Dataset: Reaction yield outcomes from USPTO patents with 853,638 reactions. Task: Predict the reaction yield, written as a fraction of the theoretical maximum amount of product (1.0 means a 100% yield; for example, 0.34 means a 34% yield). (1) The reactants are Br[C:2]1[CH:3]=[C:4]2[C:12]([C:13]3[CH:18]=[C:17]([N+:19]([O-:21])=[O:20])[CH:16]=[CH:15][C:14]=3[O:22][C:23]3[CH:28]=[CH:27][C:26]([F:29])=[CH:25][C:24]=3[F:30])=[CH:11][N:10]([CH3:31])[C:5]2=[C:6]([O:8][CH3:9])[N:7]=1.CC1(C)C(C)(C)OB([C:40]2[CH2:45][CH2:44][N:43]([C:46]([O:48][C:49]([CH3:52])([CH3:51])[CH3:50])=[O:47])[CH2:42][CH:41]=2)O1.P([O-])([O-])([O-])=O.[K+].[K+].[K+]. The catalyst is O1CCCC1.O. The product is [F:30][C:24]1[CH:25]=[C:26]([F:29])[CH:27]=[CH:28][C:23]=1[O:22][C:14]1[CH:15]=[CH:16][C:17]([N+:19]([O-:21])=[O:20])=[CH:18][C:13]=1[C:12]1[C:4]2[C:5](=[C:6]([O:8][CH3:9])[N:7]=[C:2]([C:40]3[CH2:45][CH2:44][N:43]([C:46]([O:48][C:49]([CH3:52])([CH3:51])[CH3:50])=[O:47])[CH2:42][CH:41]=3)[CH:3]=2)[N:10]([CH3:31])[CH:11]=1. The yield is 0.738. (2) The reactants are [CH2:1]([NH:8][CH2:9][C:10]1[CH:15]=[CH:14][CH:13]=[CH:12][CH:11]=1)[C:2]1[CH:7]=[CH:6][CH:5]=[CH:4][CH:3]=1.[CH:23]1(N(CCCC)[CH:23]2[CH2:28][CH2:27][CH2:26][CH2:25][CH2:24]2)[CH2:28][CH2:27][CH2:26][CH2:25][CH2:24]1.C(=O)CC/C=C\CC.BrCCCCC(N(C1CCCCC1)C1CCCCC1)[CH:47]([O:50][CH3:51])[O:48][CH3:49]. No catalyst specified. The product is [CH2:9]([N:8]([CH2:1][C:2]1[CH:7]=[CH:6][CH:5]=[CH:4][CH:3]=1)[CH:24]([CH2:25]/[CH:26]=[CH:27]\[CH2:28][CH3:23])[CH:47]([O:50][CH3:51])[O:48][CH3:49])[C:10]1[CH:15]=[CH:14][CH:13]=[CH:12][CH:11]=1. The yield is 0.650. (3) The reactants are C[Si](C)(C)CC[O:5][C:6](=[O:49])[CH:7]([CH2:33][CH:34]=[CH:35][CH2:36][P:37]([O:41][CH:42]([C:44]([O:46][CH2:47][CH3:48])=[O:45])[CH3:43])([O:39][CH3:40])=[O:38])[CH2:8][C:9]([CH3:32])=[CH:10][CH2:11][C:12]1[C:13]([O:25]CC[Si](C)(C)C)=[C:14]2[C:18](=[C:19]([CH3:23])[C:20]=1[O:21][CH3:22])[CH2:17][O:16][C:15]2=[O:24].CCCC[N+](CCCC)(CCCC)CCCC.[F-]. The catalyst is C1COCC1. The product is [CH2:47]([O:46][C:44]([CH:42]([O:41][P:37]([CH2:36][CH:35]=[CH:34][CH2:33][CH:7]([CH2:8][C:9]([CH3:32])=[CH:10][CH2:11][C:12]1[C:13]([OH:25])=[C:14]2[C:18](=[C:19]([CH3:23])[C:20]=1[O:21][CH3:22])[CH2:17][O:16][C:15]2=[O:24])[C:6]([OH:49])=[O:5])([O:39][CH3:40])=[O:38])[CH3:43])=[O:45])[CH3:48]. The yield is 0.770. (4) The reactants are [C:1]([O:5][C:6]([NH:8][C@@H:9]1[CH2:14][CH2:13][C@H:12]([C:15](O)=[O:16])[CH2:11][CH2:10]1)=[O:7])([CH3:4])([CH3:3])[CH3:2].CN1CCOCC1.ClC(OCC(C)C)=O.[BH4-].[Na+]. The catalyst is C1COCC1.CO. The product is [C:1]([O:5][C:6]([NH:8][C@H:9]1[CH2:10][CH2:11][C@@H:12]([CH2:15][OH:16])[CH2:13][CH2:14]1)=[O:7])([CH3:4])([CH3:3])[CH3:2]. The yield is 1.00. (5) The reactants are [OH-].[Na+].[O:3]=[C:4]1[CH2:9][N:8](C(=O)C(F)(F)F)[CH2:7][CH2:6][N:5]1[C:16]1[CH:21]=[CH:20][C:19]([S:22]([NH:25][C:26]2[CH:31]=[CH:30][N:29]=[CH:28][N:27]=2)(=[O:24])=[O:23])=[CH:18][CH:17]=1.Cl. No catalyst specified. The product is [O:3]=[C:4]1[CH2:9][NH:8][CH2:7][CH2:6][N:5]1[C:16]1[CH:17]=[CH:18][C:19]([S:22]([NH:25][C:26]2[CH:31]=[CH:30][N:29]=[CH:28][N:27]=2)(=[O:24])=[O:23])=[CH:20][CH:21]=1. The yield is 1.00. (6) The reactants are C([N:8]1[C:16]2[C:11](=[CH:12][C:13]([C:17]([O:19][CH2:20][CH3:21])=[O:18])=[CH:14][CH:15]=2)[CH:10]=[CH:9]1)(OC(C)(C)C)=O.[B:22](OC(C)C)([O:27]C(C)C)[O:23]C(C)C.[Li+].CC([N-]C(C)C)C.Cl. The catalyst is C1(C)C=CC=CC=1.C1COCC1.O. The product is [B:22]([C:9]1[NH:8][C:16]2[C:11]([CH:10]=1)=[CH:12][C:13]([C:17]([O:19][CH2:20][CH3:21])=[O:18])=[CH:14][CH:15]=2)([OH:27])[OH:23]. The yield is 0.610. (7) The reactants are [NH2:1][C:2]1[C:3]([NH:18][C@H:19]([C:22]2[CH:27]=[CH:26][CH:25]=[CH:24][CH:23]=2)[CH2:20][OH:21])=[N:4][C:5]([C:8]2[CH:17]=[CH:16][CH:15]=[C:14]3[C:9]=2[CH:10]=[CH:11][CH:12]=[N:13]3)=[CH:6][N:7]=1.NC1C(N[C@H](C2C=CC=CC=2)[CH2:38][OH:39])=NC(Br)=CN=1.N1C2C=CC=C(B(O)O)C=2C=CC=1.C(=O)([O-])[O-].[K+].[K+]. The catalyst is [Pd].C1(P(C2C=CC=CC=2)C2C=CC=CC=2)C=CC=CC=1.C1(P(C2C=CC=CC=2)C2C=CC=CC=2)C=CC=CC=1.C1(P(C2C=CC=CC=2)C2C=CC=CC=2)C=CC=CC=1.C1(P(C2C=CC=CC=2)C2C=CC=CC=2)C=CC=CC=1.CN(C)C=O.O. The product is [OH:21][CH2:20][C@H:19]([N:18]1[C:3]2=[N:4][C:5]([C:8]3[CH:17]=[CH:16][CH:15]=[C:14]4[C:9]=3[CH:10]=[CH:11][CH:12]=[N:13]4)=[CH:6][N:7]=[C:2]2[NH:1][C:38]1=[O:39])[C:22]1[CH:27]=[CH:26][CH:25]=[CH:24][CH:23]=1. The yield is 0.670. (8) The reactants are [C:1]1([S:7]([C:9]2[CH:14]=[CH:13][CH:12]=[CH:11][CH:10]=2)=O)[CH:6]=[CH:5][CH:4]=[CH:3][CH:2]=1.[C:15]1([S:21]C2C=CC=CC=2)[CH:20]=[CH:19][CH:18]=[CH:17][CH:16]=1.FC(F)(F)C(O[C:33](=O)[C:34](F)(F)F)=O.[F:41][C:42]([F:57])([F:56])[C:43]([F:55])([F:54])[C:44]([F:53])([F:52])[C:45]([F:51])([F:50])[S:46]([OH:49])(=[O:48])=[O:47]. The catalyst is ClCCl. The product is [F:57][C:42]([F:41])([F:56])[C:43]([F:54])([F:55])[C:44]([F:52])([F:53])[C:45]([F:50])([F:51])[S:46]([O-:49])(=[O:48])=[O:47].[C:1]1([S+:7]([C:34]2[CH:33]=[CH:45][CH:44]=[CH:43][CH:42]=2)[C:9]2[CH:14]=[CH:13][C:12]([S:21][C:15]3[CH:20]=[CH:19][CH:18]=[CH:17][CH:16]=3)=[CH:11][CH:10]=2)[CH:6]=[CH:5][CH:4]=[CH:3][CH:2]=1. The yield is 0.390. (9) The reactants are [CH3:1][N:2]([CH3:7])[S:3](Cl)(=[O:5])=[O:4].[NH2:8][C@@H:9]([CH2:14][C:15]1[CH:20]=[CH:19][C:18]([O:21][C:22]2[C:31]3[C:26](=[CH:27][N:28]=[CH:29][CH:30]=3)[CH:25]=[CH:24][N:23]=2)=[CH:17][CH:16]=1)[C:10]([O:12][CH3:13])=[O:11]. The catalyst is N1C=CC=CC=1. The yield is 0.380. The product is [CH3:1][N:2]([CH3:7])[S:3]([NH:8][C@@H:9]([CH2:14][C:15]1[CH:16]=[CH:17][C:18]([O:21][C:22]2[C:31]3[C:26](=[CH:27][N:28]=[CH:29][CH:30]=3)[CH:25]=[CH:24][N:23]=2)=[CH:19][CH:20]=1)[C:10]([O:12][CH3:13])=[O:11])(=[O:5])=[O:4]. (10) The reactants are Cl[C:2]1[C:11]2[C:6](=[CH:7][C:8]([Cl:12])=[CH:9][CH:10]=2)[CH:5]=[CH:4][N:3]=1.CC1(C)C(C)(C)OB([C:21]2[CH:33]=[C:32]([CH3:34])[C:31]3[C:30]4[C:25](=[CH:26][CH:27]=[CH:28][CH:29]=4)[C:24]([CH3:36])([CH3:35])[C:23]=3[CH:22]=2)O1.C(=O)([O-])[O-].[K+].[K+]. The catalyst is C(COC)OC.C1(P([Pd](P(C2C=CC=CC=2)(C2C=CC=CC=2)C2C=CC=CC=2)(P(C2C=CC=CC=2)(C2C=CC=CC=2)C2C=CC=CC=2)P(C2C=CC=CC=2)(C2C=CC=CC=2)C2C=CC=CC=2)(C2C=CC=CC=2)C2C=CC=CC=2)C=CC=CC=1. The product is [Cl:12][C:8]1[CH:7]=[C:6]2[C:11](=[CH:10][CH:9]=1)[C:2]([C:21]1[CH:33]=[C:32]([CH3:34])[C:31]3[C:30]4[C:25](=[CH:26][CH:27]=[CH:28][CH:29]=4)[C:24]([CH3:36])([CH3:35])[C:23]=3[CH:22]=1)=[N:3][CH:4]=[CH:5]2. The yield is 0.800.